Dataset: Reaction yield outcomes from USPTO patents with 853,638 reactions. Task: Predict the reaction yield, written as a fraction of the theoretical maximum amount of product (1.0 means a 100% yield; for example, 0.34 means a 34% yield). (1) The reactants are [Cl:1][C:2]1[C:7]([C:8]#[N:9])=[CH:6][N:5]=[C:4]2[CH:10]=[C:11](I)[S:12][C:3]=12.B(O)(O)[C:15]1[CH:20]=[CH:19][N:18]=[CH:17][CH:16]=1. The catalyst is C(=O)([O-])[O-].[Na+].[Na+].COCCOC.C1C=CC([P]([Pd]([P](C2C=CC=CC=2)(C2C=CC=CC=2)C2C=CC=CC=2)([P](C2C=CC=CC=2)(C2C=CC=CC=2)C2C=CC=CC=2)[P](C2C=CC=CC=2)(C2C=CC=CC=2)C2C=CC=CC=2)(C2C=CC=CC=2)C2C=CC=CC=2)=CC=1. The product is [Cl:1][C:2]1[C:7]([C:8]#[N:9])=[CH:6][N:5]=[C:4]2[CH:10]=[C:11]([C:15]3[CH:20]=[CH:19][N:18]=[CH:17][CH:16]=3)[S:12][C:3]=12. The yield is 0.300. (2) The reactants are Cl.[CH3:2][NH:3][CH3:4].Cl.C(N=C=NCCCN(C)C)C.OC1C2N=NNC=2C=CC=1.[C:27]([O:31][C:32]([C:34]1[C:57]([OH:58])=[C:56]([C:59]([F:62])([F:61])[F:60])[CH:55]=[CH:54][C:35]=1[CH2:36][O:37][C:38]1[CH:43]=[CH:42][C:41]([C:44]2[CH:49]=[CH:48][C:47]([CH2:50][C:51](O)=[O:52])=[CH:46][CH:45]=2)=[CH:40][CH:39]=1)=[O:33])([CH3:30])([CH3:29])[CH3:28].[Cl-].[NH4+]. The catalyst is C(#N)C.C(N(CC)CC)C. The product is [CH3:2][N:3]([CH3:4])[C:51](=[O:52])[CH2:50][C:47]1[CH:48]=[CH:49][C:44]([C:41]2[CH:42]=[CH:43][C:38]([O:37][CH2:36][C:35]3[C:34]([C:32]([O:31][C:27]([CH3:30])([CH3:29])[CH3:28])=[O:33])=[C:57]([OH:58])[C:56]([C:59]([F:62])([F:61])[F:60])=[CH:55][CH:54]=3)=[CH:39][CH:40]=2)=[CH:45][CH:46]=1. The yield is 0.340. (3) The reactants are [CH3:1][O:2][C:3]1[C:11]([O:12][CH3:13])=[CH:10][CH:9]=[CH:8][C:4]=1[C:5]([OH:7])=O.[CH2:14]([NH2:18])[CH2:15][CH2:16][CH3:17].Cl.C(N=C=NCCCN(C)C)C. The catalyst is C(Cl)Cl.CN(C1C=CN=CC=1)C. The product is [CH2:14]([NH:18][C:5](=[O:7])[C:4]1[CH:8]=[CH:9][CH:10]=[C:11]([O:12][CH3:13])[C:3]=1[O:2][CH3:1])[CH2:15][CH2:16][CH3:17]. The yield is 0.940.